From a dataset of Full USPTO retrosynthesis dataset with 1.9M reactions from patents (1976-2016). Predict the reactants needed to synthesize the given product. (1) Given the product [C:1]([Si:5]([CH3:7])([CH3:6])[O:8][CH:9]1[CH2:14][CH2:13][CH:12]([O:15][C:16]2[CH:21]=[CH:20][C:19]([Cl:22])=[CH:18][C:17]=2[NH2:23])[CH2:11][CH2:10]1)([CH3:4])([CH3:3])[CH3:2].[NH2:23][C:17]1[CH:18]=[C:19]([Cl:22])[CH:20]=[CH:21][C:16]=1[O:15][CH:12]1[CH2:13][CH2:14][CH:9]([OH:8])[CH2:10][CH2:11]1, predict the reactants needed to synthesize it. The reactants are: [C:1]([Si:5]([O:8][CH:9]1[CH2:14][CH2:13][CH:12]([O:15][C:16]2[CH:21]=[CH:20][C:19]([Cl:22])=[CH:18][C:17]=2[N+:23]([O-])=O)[CH2:11][CH2:10]1)([CH3:7])[CH3:6])([CH3:4])([CH3:3])[CH3:2].C(=O)(O)[O-].[Na+]. (2) Given the product [NH4+:6].[OH-:25].[CH3:42][OH:43].[OH:32][CH:29]1[CH2:30][CH2:31][N:26]([C:24]([CH:21]2[CH2:20][CH2:19][CH:18]([NH:17][C:13]3[N:12]=[C:11]([N:6]4[C:7]5[C:3](=[C:2]([C:33]6[CH:38]=[CH:37][CH:36]=[CH:35][CH:34]=6)[CH:10]=[CH:9][CH:8]=5)[CH:4]=[CH:5]4)[CH:16]=[CH:15][N:14]=3)[CH2:23][CH2:22]2)=[O:25])[CH2:27][CH2:28]1, predict the reactants needed to synthesize it. The reactants are: Br[C:2]1[CH:10]=[CH:9][CH:8]=[C:7]2[C:3]=1[CH:4]=[CH:5][N:6]2[C:11]1[CH:16]=[CH:15][N:14]=[C:13]([NH:17][CH:18]2[CH2:23][CH2:22][CH:21]([C:24]([N:26]3[CH2:31][CH2:30][CH:29]([OH:32])[CH2:28][CH2:27]3)=[O:25])[CH2:20][CH2:19]2)[N:12]=1.[C:33]1(B(O)O)[CH:38]=[CH:37][CH:36]=[CH:35][CH:34]=1.[C:42]([O-])([O-])=[O:43].[Na+].[Na+].C1(C)C=CC=CC=1. (3) Given the product [CH:28]1([CH2:33][CH:34]([C:38]2[CH:43]=[CH:42][C:41]([S:44]([CH3:47])(=[O:45])=[O:46])=[C:40]([N+:48]([O-:50])=[O:49])[CH:39]=2)[C:35]([NH:51][C:52]2[S:53][CH:54]=[CH:55][N:56]=2)=[O:37])[CH2:32][CH2:31][CH2:30][CH2:29]1, predict the reactants needed to synthesize it. The reactants are: C1(P(C2C=CC=CC=2)C2C=CC=CC=2)C=CC=CC=1.BrN1C(=O)CCC1=O.[CH:28]1([CH2:33][CH:34]([C:38]2[CH:43]=[CH:42][C:41]([S:44]([CH3:47])(=[O:46])=[O:45])=[C:40]([N+:48]([O-:50])=[O:49])[CH:39]=2)[C:35]([OH:37])=O)[CH2:32][CH2:31][CH2:30][CH2:29]1.[NH2:51][C:52]1[S:53][CH:54]=[CH:55][N:56]=1. (4) Given the product [Br:1][C:2]1[C:7]([CH3:8])=[CH:6][C:5]([O:9][CH2:18][C:19]2([OH:17])[CH2:24][CH2:23][S:22][CH2:21][CH2:20]2)=[CH:4][C:3]=1[CH3:10], predict the reactants needed to synthesize it. The reactants are: [Br:1][C:2]1[C:7]([CH3:8])=[CH:6][C:5]([OH:9])=[CH:4][C:3]=1[CH3:10].C([O-])([O-])=O.[Cs+].[Cs+].[O:17]1[C:19]2([CH2:24][CH2:23][S:22][CH2:21][CH2:20]2)[CH2:18]1.